From a dataset of Peptide-MHC class I binding affinity with 185,985 pairs from IEDB/IMGT. Regression. Given a peptide amino acid sequence and an MHC pseudo amino acid sequence, predict their binding affinity value. This is MHC class I binding data. (1) The peptide sequence is PPIPVGDIY. The MHC is HLA-B44:03 with pseudo-sequence HLA-B44:03. The binding affinity (normalized) is 0.0390. (2) The peptide sequence is TAKVIKLVK. The MHC is HLA-A68:01 with pseudo-sequence HLA-A68:01. The binding affinity (normalized) is 0.215. (3) The peptide sequence is RILQQLLFI. The MHC is HLA-A02:03 with pseudo-sequence HLA-A02:03. The binding affinity (normalized) is 0.418. (4) The peptide sequence is RLLRMNNEN. The MHC is HLA-B44:02 with pseudo-sequence HLA-B44:02. The binding affinity (normalized) is 0.0847. (5) The peptide sequence is SLYNTVATL. The MHC is HLA-B58:01 with pseudo-sequence HLA-B58:01. The binding affinity (normalized) is 0.150. (6) The peptide sequence is NPALRMKWM. The MHC is HLA-B58:01 with pseudo-sequence HLA-B58:01. The binding affinity (normalized) is 0.0847.